From a dataset of Forward reaction prediction with 1.9M reactions from USPTO patents (1976-2016). Predict the product of the given reaction. Given the reactants Cl[C:2]1[NH:11][C:10](=[O:12])[C:9]2[C:4](=[CH:5][CH:6]=[C:7]([CH3:13])[CH:8]=2)[N:3]=1.[S:14]1(=[O:25])[C:20]2[CH:21]=[CH:22][CH:23]=[CH:24][C:19]=2[CH2:18][NH:17][CH2:16][CH2:15]1.C(N(CC)CC)C, predict the reaction product. The product is: [CH3:13][C:7]1[CH:8]=[C:9]2[C:4](=[CH:5][CH:6]=1)[N:3]=[C:2]([N:17]1[CH2:18][C:19]3[CH:24]=[CH:23][CH:22]=[CH:21][C:20]=3[S:14](=[O:25])[CH2:15][CH2:16]1)[NH:11][C:10]2=[O:12].